This data is from Forward reaction prediction with 1.9M reactions from USPTO patents (1976-2016). The task is: Predict the product of the given reaction. Given the reactants [C:1]([NH:4][C:5]1[S:6][CH:7]=[C:8]([CH2:10][CH2:11][CH2:12][C:13]2[CH:18]=[CH:17][C:16](/[CH:19]=[CH:20]/[C:21]([O:23][CH2:24][CH3:25])=[O:22])=[CH:15][CH:14]=2)[N:9]=1)(=[O:3])[CH3:2].CO, predict the reaction product. The product is: [C:1]([NH:4][C:5]1[S:6][CH:7]=[C:8]([CH2:10][CH2:11][CH2:12][C:13]2[CH:14]=[CH:15][C:16]([CH2:19][CH2:20][C:21]([O:23][CH2:24][CH3:25])=[O:22])=[CH:17][CH:18]=2)[N:9]=1)(=[O:3])[CH3:2].